Predict the product of the given reaction. From a dataset of Forward reaction prediction with 1.9M reactions from USPTO patents (1976-2016). The product is: [O:29]=[C:22]([C:23]1[CH:24]=[N:25][CH:26]=[CH:27][CH:28]=1)[CH:6]([C:3]1[CH:4]=[CH:5][S:1][CH:2]=1)[C:7]([O:9][CH2:10][CH3:11])=[O:8]. Given the reactants [S:1]1[CH:5]=[CH:4][C:3]([CH2:6][C:7]([O:9][CH2:10][CH3:11])=[O:8])=[CH:2]1.[Li+].C[Si]([N-][Si](C)(C)C)(C)C.[C:22](Cl)(=[O:29])[C:23]1[CH:28]=[CH:27][CH:26]=[N:25][CH:24]=1, predict the reaction product.